Task: Predict which catalyst facilitates the given reaction.. Dataset: Catalyst prediction with 721,799 reactions and 888 catalyst types from USPTO (1) Reactant: Cl[C:2]1[N:7]=[CH:6][N:5]=[C:4]([C:8]([NH:10][CH2:11][C@H:12]([OH:24])[CH2:13][N:14]2[CH2:23][CH2:22][C:21]3[C:16](=[CH:17][CH:18]=[CH:19][CH:20]=3)[CH2:15]2)=[O:9])[CH:3]=1.[O:25]1[CH2:28][CH:27]([NH2:29])[CH2:26]1.CCN(CC)CC. Product: [CH2:15]1[C:16]2[C:21](=[CH:20][CH:19]=[CH:18][CH:17]=2)[CH2:22][CH2:23][N:14]1[CH2:13][C@@H:12]([OH:24])[CH2:11][NH:10][C:8]([C:4]1[CH:3]=[C:2]([NH:29][CH:27]2[CH2:28][O:25][CH2:26]2)[N:7]=[CH:6][N:5]=1)=[O:9]. The catalyst class is: 41. (2) Reactant: Br.Br[CH2:3][C:4]([C:6]1[CH:7]=[N:8][N:9]([CH3:11])[CH:10]=1)=O.C([O-])(O)=O.[Na+].[CH3:17][NH:18][C:19]1[CH:24]=[CH:23][N:22]=[C:21]([NH2:25])[CH:20]=1. Product: [CH3:17][NH:18][C:19]1[CH:24]=[CH:23][N:22]2[CH:3]=[C:4]([C:6]3[CH:7]=[N:8][N:9]([CH3:11])[CH:10]=3)[N:25]=[C:21]2[CH:20]=1. The catalyst class is: 14. (3) Reactant: [CH3:1][C:2]1([CH3:13])[O:6][B:5]([OH:7])[C:4]2[CH:8]=[C:9]([CH3:12])[CH:10]=[CH:11][C:3]1=2.C(OOC(=O)C1C=CC=CC=1)(=[O:21])C1C=CC=CC=1.C1C(=O)N(Br)C(=O)C1.C([O-])([O-])=O.[Na+].[Na+].Cl. Product: [OH:7][B:5]1[C:4]2[CH:8]=[C:9]([CH:12]=[O:21])[CH:10]=[CH:11][C:3]=2[C:2]([CH3:13])([CH3:1])[O:6]1. The catalyst class is: 53. (4) Reactant: [CH3:1][O:2][C:3](=[O:12])[CH2:4][NH:5][C:6]1[CH:11]=[CH:10][CH:9]=[CH:8][CH:7]=1.[C:13](=O)([O-])[O-].[K+].[K+].IC. Product: [CH3:1][O:2][C:3](=[O:12])[CH2:4][N:5]([CH3:13])[C:6]1[CH:11]=[CH:10][CH:9]=[CH:8][CH:7]=1. The catalyst class is: 10. (5) Reactant: [H-].[Na+].O[C:4]1[CH:9]=[CH:8][CH:7]=[CH:6][N:5]=1.[H][H].[C:12]([O-:15])([O-])=O.[K+].[K+].Br.[NH2:19][C:20]1[S:21]C(Br)=[CH:23][N:24]=1. Product: [N:5]1[CH:6]=[CH:7][CH:8]=[C:9]([O:15][C:12]2[S:21][C:20]([NH2:19])=[N:24][CH:23]=2)[CH:4]=1. The catalyst class is: 57.